From a dataset of Reaction yield outcomes from USPTO patents with 853,638 reactions. Predict the reaction yield, written as a fraction of the theoretical maximum amount of product (1.0 means a 100% yield; for example, 0.34 means a 34% yield). (1) The product is [CH:1]([C:4]1[O:8][N:7]=[C:6]([C:9]2[CH:10]=[C:11]([CH:12]=[CH:13][CH:14]=2)[NH2:15])[N:5]=1)([CH3:3])[CH3:2]. The catalyst is C(O)C.[Zn]. The yield is 0.860. The reactants are [CH:1]([C:4]1[O:8][N:7]=[C:6]([C:9]2[CH:14]=[CH:13][CH:12]=[C:11]([N+:15]([O-])=O)[CH:10]=2)[N:5]=1)([CH3:3])[CH3:2].[Cl-].[NH4+]. (2) The reactants are [Cl:1][C:2]1[C:23]([F:24])=[CH:22][CH:21]=[C:20]([F:25])[C:3]=1[CH2:4][N:5]1[CH2:10][CH2:9][NH:8][C:7]2[N:11]=[CH:12][C:13]([C:15]3[CH:16]=[N:17][NH:18][CH:19]=3)=[CH:14][C:6]1=2.C(=O)([O-])[O-].[Cs+].[Cs+].Cl.[CH3:33][N:34]([CH3:38])[CH2:35][CH2:36]Cl. The catalyst is CN(C=O)C. The product is [Cl:1][C:2]1[C:23]([F:24])=[CH:22][CH:21]=[C:20]([F:25])[C:3]=1[CH2:4][N:5]1[CH2:10][CH2:9][NH:8][C:7]2[N:11]=[CH:12][C:13]([C:15]3[CH:19]=[N:18][N:17]([CH2:36][CH2:35][N:34]([CH3:38])[CH3:33])[CH:16]=3)=[CH:14][C:6]1=2. The yield is 0.0900. (3) The reactants are Cl[C:2]1[C:3]2[C@H:10]([CH3:11])[CH2:9][CH2:8][C:4]=2[N:5]=[CH:6][N:7]=1.[Br-].[CH2:13]([O:15][C:16]([C:18]1[S:22][C:21]([Zn+])=[CH:20][CH:19]=1)=[O:17])[CH3:14].C1COCC1.O. The catalyst is C(OCC)C.C1C=CC([P]([Pd]([P](C2C=CC=CC=2)(C2C=CC=CC=2)C2C=CC=CC=2)([P](C2C=CC=CC=2)(C2C=CC=CC=2)C2C=CC=CC=2)[P](C2C=CC=CC=2)(C2C=CC=CC=2)C2C=CC=CC=2)(C2C=CC=CC=2)C2C=CC=CC=2)=CC=1. The product is [CH3:11][C@H:10]1[C:3]2[C:2]([C:21]3[S:22][C:18]([C:16]([O:15][CH2:13][CH3:14])=[O:17])=[CH:19][CH:20]=3)=[N:7][CH:6]=[N:5][C:4]=2[CH2:8][CH2:9]1. The yield is 0.780. (4) The reactants are [N+:1]([C:4]1[CH:9]=[CH:8][C:7]([CH2:10][C:11]#[N:12])=[CH:6][CH:5]=1)([O-:3])=[O:2].Br[CH2:14][CH2:15][CH2:16][CH2:17][CH2:18]Br.[H-].[Na+]. No catalyst specified. The product is [N+:1]([C:4]1[CH:5]=[CH:6][C:7]([C:10]2([C:11]#[N:12])[CH2:18][CH2:17][CH2:16][CH2:15][CH2:14]2)=[CH:8][CH:9]=1)([O-:3])=[O:2]. The yield is 0.360. (5) The reactants are [Cl:1][C:2]1[CH:7]=[CH:6][C:5]([N:8]=[C:9]=[O:10])=[CH:4][C:3]=1[C:11]([F:14])([F:13])[F:12].[CH3:15][NH:16][C:17]([C:19]1[CH:24]=[C:23]([O:25][C:26]2[CH:32]=[CH:31][C:29]([NH2:30])=[CH:28][CH:27]=2)[CH:22]=[CH:21][N:20]=1)=[O:18]. The catalyst is C(Cl)Cl. The product is [Cl:1][C:2]1[CH:7]=[CH:6][C:5]([NH:8][C:9]([NH:30][C:29]2[CH:28]=[CH:27][C:26]([O:25][C:23]3[CH:22]=[CH:21][N:20]=[C:19]([C:17](=[O:18])[NH:16][CH3:15])[CH:24]=3)=[CH:32][CH:31]=2)=[O:10])=[CH:4][C:3]=1[C:11]([F:12])([F:13])[F:14]. The yield is 0.930. (6) The reactants are [NH:1]1[C:9]2[C:4](=[CH:5][CH:6]=[CH:7][CH:8]=2)[CH:3]=[N:2]1.[C:10](OC(=O)C)(=[O:12])[CH3:11]. No catalyst specified. The product is [C:10]([N:2]1[CH:3]=[C:4]2[C:9]([CH:8]=[CH:7][CH:6]=[CH:5]2)=[N:1]1)(=[O:12])[CH3:11]. The yield is 0.960. (7) The reactants are [S:1]1[CH:5]=[CH:4][CH:3]=[C:2]1[CH2:6][C:7]#[N:8].[CH3:9][O:10][C:11]1[CH:12]=[C:13]([CH:16]=[CH:17][C:18]=1[O:19][CH3:20])[CH:14]=O. No catalyst specified. The product is [CH3:9][O:10][C:11]1[CH:12]=[C:13](/[CH:14]=[C:6](/[C:2]2[S:1][CH:5]=[CH:4][CH:3]=2)\[C:7]#[N:8])[CH:16]=[CH:17][C:18]=1[O:19][CH3:20]. The yield is 0.480. (8) The catalyst is C(OCC)(=O)C. The reactants are [O:1]1[C:5]2[CH:6]=[CH:7][CH:8]=[CH:9][C:4]=2[N:3]=[C:2]1[C:10]1([C:13]([O:15]C)=[O:14])[CH2:12][CH2:11]1.C1COCC1.O.[Li+].[OH-]. The yield is 0.810. The product is [O:1]1[C:5]2[CH:6]=[CH:7][CH:8]=[CH:9][C:4]=2[N:3]=[C:2]1[C:10]1([C:13]([OH:15])=[O:14])[CH2:12][CH2:11]1. (9) The reactants are [O:1]1[CH2:5][CH2:4][CH2:3][C@@H:2]1[C:6]([OH:8])=O.CCN(CC)CC.F[P-](F)(F)(F)(F)F.N1(O[P+](N(C)C)(N(C)C)N(C)C)C2C=CC=CC=2N=N1.[F:43][C:44]([F:74])([F:73])[C:45]1[CH:46]=[C:47]([C:55]([CH3:72])([CH3:71])[C:56]([N:58]([CH3:70])[C@H:59]2[C@H:63]([C:64]3[CH:69]=[CH:68][CH:67]=[CH:66][CH:65]=3)[CH2:62][NH:61][CH2:60]2)=[O:57])[CH:48]=[C:49]([C:51]([F:54])([F:53])[F:52])[CH:50]=1. The catalyst is C1COCC1. The product is [F:53][C:51]([F:52])([F:54])[C:49]1[CH:48]=[C:47]([C:55]([CH3:71])([CH3:72])[C:56]([N:58]([CH3:70])[C@H:59]2[C@H:63]([C:64]3[CH:69]=[CH:68][CH:67]=[CH:66][CH:65]=3)[CH2:62][N:61]([C:6]([C@H:2]3[CH2:3][CH2:4][CH2:5][O:1]3)=[O:8])[CH2:60]2)=[O:57])[CH:46]=[C:45]([C:44]([F:43])([F:73])[F:74])[CH:50]=1. The yield is 0.280. (10) The reactants are [F:1][C:2]1[C:3]([CH2:24][NH:25][CH3:26])=[CH:4][N:5]([S:14]([C:17]2[CH:18]=[N:19][CH:20]=[C:21]([CH3:23])[CH:22]=2)(=[O:16])=[O:15])[C:6]=1[C:7]1[C:8]([F:13])=[N:9][CH:10]=[CH:11][CH:12]=1.[C:27]([OH:34])(=[O:33])/[CH:28]=[CH:29]/[C:30]([OH:32])=[O:31]. The catalyst is C(OCC)(=O)C.C(O)C. The product is [C:27]([OH:34])(=[O:33])/[CH:28]=[CH:29]/[C:30]([OH:32])=[O:31].[F:1][C:2]1[C:3]([CH2:24][NH:25][CH3:26])=[CH:4][N:5]([S:14]([C:17]2[CH:18]=[N:19][CH:20]=[C:21]([CH3:23])[CH:22]=2)(=[O:16])=[O:15])[C:6]=1[C:7]1[C:8]([F:13])=[N:9][CH:10]=[CH:11][CH:12]=1. The yield is 0.870.